Dataset: Forward reaction prediction with 1.9M reactions from USPTO patents (1976-2016). Task: Predict the product of the given reaction. (1) Given the reactants Br[CH2:2][C:3]([C:5]1[CH:12]=[CH:11][C:8]([C:9]#[N:10])=[CH:7][N:6]=1)=O.[CH:13]1([CH2:16][NH:17][C:18]([NH2:20])=[S:19])[CH2:15][CH2:14]1.C(=O)(O)[O-].[Na+], predict the reaction product. The product is: [CH:13]1([CH2:16][NH:17][C:18]2[S:19][CH:2]=[C:3]([C:5]3[CH:12]=[CH:11][C:8]([C:9]#[N:10])=[CH:7][N:6]=3)[N:20]=2)[CH2:15][CH2:14]1. (2) Given the reactants [N:1]1([C:7]2[N:12]=[CH:11][NH:10][C:9](=[O:13])[CH:8]=2)[CH2:6][CH2:5][NH:4][CH2:3][CH2:2]1.[Cl:14][C:15]1[C:22]([Cl:23])=[CH:21][CH:20]=[CH:19][C:16]=1[CH:17]=O, predict the reaction product. The product is: [Cl:14][C:15]1[C:22]([Cl:23])=[CH:21][CH:20]=[CH:19][C:16]=1[CH2:17][N:4]1[CH2:5][CH2:6][N:1]([C:7]2[N:12]=[CH:11][NH:10][C:9](=[O:13])[CH:8]=2)[CH2:2][CH2:3]1. (3) Given the reactants [N+:1]([C:4]1[CH:5]=[C:6]([CH:11]=[C:12]([C:14]([F:17])([F:16])[F:15])[CH:13]=1)[C:7]([NH:9][NH2:10])=[O:8])([O-:3])=[O:2].[CH2:18](OC(OCC)(OCC)C)[CH3:19], predict the reaction product. The product is: [CH3:18][C:19]1[O:8][C:7]([C:6]2[CH:11]=[C:12]([C:14]([F:15])([F:16])[F:17])[CH:13]=[C:4]([N+:1]([O-:3])=[O:2])[CH:5]=2)=[N:9][N:10]=1. (4) The product is: [OH:16][CH:15]([CH2:17][NH:40][CH:37]1[CH2:36][CH2:35][N:34]([C:32]2[C:33]3[C:25]([C:21]4[S:20][CH:24]=[CH:23][CH:22]=4)=[CH:26][S:27][C:28]=3[N:29]=[CH:30][N:31]=2)[CH2:39][CH2:38]1)[CH2:14][O:13][C:10]1[CH:9]=[CH:8][C:7]([OH:6])=[CH:12][CH:11]=1. Given the reactants C([Si](C)(C)[O:6][C:7]1[CH:12]=[CH:11][C:10]([O:13][CH2:14][CH:15]2[CH2:17][O:16]2)=[CH:9][CH:8]=1)(C)(C)C.[S:20]1[CH:24]=[CH:23][CH:22]=[C:21]1[C:25]1[C:33]2[C:32]([N:34]3[CH2:39][CH2:38][CH:37]([NH2:40])[CH2:36][CH2:35]3)=[N:31][CH:30]=[N:29][C:28]=2[S:27][CH:26]=1, predict the reaction product. (5) The product is: [ClH:1].[NH2:9][CH2:10][C@H:11]1[CH2:12][CH2:13][C@H:14]([C:17]([NH:19][C@H:20]([C:51](=[O:64])[NH:52][C:53]2[CH:54]=[CH:55][C:56]([C:59]3[NH:63][N:62]=[N:61][N:60]=3)=[CH:57][CH:58]=2)[CH2:21][C:22]2[CH:23]=[CH:24][C:25]([CH3:50])=[C:26]([C:28]3[CH:33]=[CH:32][CH:31]=[C:30]([C:34]([NH:36][CH:37]4[CH:38]5[CH:42]4[CH2:41][NH:40][CH2:39]5)=[O:35])[CH:29]=3)[CH:27]=2)=[O:18])[CH2:15][CH2:16]1. Given the reactants [ClH:1].C(OC([NH:9][CH2:10][C@H:11]1[CH2:16][CH2:15][C@H:14]([C:17]([NH:19][C@H:20]([C:51](=[O:64])[NH:52][C:53]2[CH:58]=[CH:57][C:56]([C:59]3[NH:63][N:62]=[N:61][N:60]=3)=[CH:55][CH:54]=2)[CH2:21][C:22]2[CH:23]=[CH:24][C:25]([CH3:50])=[C:26]([C:28]3[CH:33]=[CH:32][CH:31]=[C:30]([C:34]([NH:36][CH:37]4[CH:42]5[CH:38]4[CH2:39][N:40](C(OC(C)(C)C)=O)[CH2:41]5)=[O:35])[CH:29]=3)[CH:27]=2)=[O:18])[CH2:13][CH2:12]1)=O)(C)(C)C.C(#N)C, predict the reaction product.